From a dataset of Choline transporter screen with 302,306 compounds. Binary Classification. Given a drug SMILES string, predict its activity (active/inactive) in a high-throughput screening assay against a specified biological target. (1) The compound is S1C=2N(C(C(=C(N2)C)C(OCC(C)C)=O)c2cc(OCC)c(OC(=O)C)cc2)C(=O)CC1. The result is 0 (inactive). (2) The molecule is Clc1ccc(n2c(c(cc2C)C(=O)Cn2nc(c3c(c2=O)cccc3)C(O)=O)C)cc1. The result is 0 (inactive). (3) The drug is O(CCCC(=O)NCCC=1CCCCC1)c1c2c(n(c(=O)c1)C)cccc2. The result is 0 (inactive). (4) The compound is S(=O)(=O)(n1c(ncc1[N+]([O-])=O)C)c1c(c(c(OCC)cc1)C)C. The result is 0 (inactive). (5) The molecule is O=C(N1CCC(NC(=O)c2occc2)CC1)Nc1cc(OC)ccc1. The result is 0 (inactive). (6) The molecule is Brc1ccc(C(=O)NCCC(=O)Nc2cc(S(=O)(=O)N3CCCCC3)ccc2)cc1. The result is 0 (inactive).